This data is from Full USPTO retrosynthesis dataset with 1.9M reactions from patents (1976-2016). The task is: Predict the reactants needed to synthesize the given product. (1) Given the product [Cl:24][C:5]1[CH:4]=[CH:3][C:2]([NH:1][C:31]([C:30]2[N:26]([CH3:25])[N:27]=[C:28]([CH3:34])[CH:29]=2)=[O:32])=[CH:23][C:6]=1[O:7][C:8]1[CH:9]=[CH:10][C:11]2[N:12]([CH:14]=[C:15]([NH:17][C:18]([CH:20]3[CH2:21][CH2:22]3)=[O:19])[N:16]=2)[N:13]=1, predict the reactants needed to synthesize it. The reactants are: [NH2:1][C:2]1[CH:3]=[CH:4][C:5]([Cl:24])=[C:6]([CH:23]=1)[O:7][C:8]1[CH:9]=[CH:10][C:11]2[N:12]([CH:14]=[C:15]([NH:17][C:18]([CH:20]3[CH2:22][CH2:21]3)=[O:19])[N:16]=2)[N:13]=1.[CH3:25][N:26]1[C:30]([C:31](Cl)=[O:32])=[CH:29][C:28]([CH3:34])=[N:27]1.C(N(CC)CC)C. (2) Given the product [OH:18][CH2:17][CH2:16][O:15][CH2:14][CH2:13][N:12]1[C:1](=[O:11])[C:2]2=[CH:10][CH:9]=[CH:8][CH:7]=[C:3]2[C:4]1=[O:6], predict the reactants needed to synthesize it. The reactants are: [C:1]1(=[O:11])[O:6][C:4](=O)[C:3]2=[CH:7][CH:8]=[CH:9][CH:10]=[C:2]12.[NH2:12][CH2:13][CH2:14][O:15][CH2:16][CH2:17][OH:18]. (3) Given the product [Br:1][C:2]1[S:15][C:5]2[N:6]([CH3:14])[C:7]([CH2:9][OH:10])=[CH:8][C:4]=2[CH:3]=1, predict the reactants needed to synthesize it. The reactants are: [Br:1][C:2]1[S:15][C:5]2[N:6]([CH3:14])[C:7]([C:9](OCC)=[O:10])=[CH:8][C:4]=2[CH:3]=1.CC(C[AlH]CC(C)C)C. (4) Given the product [C:1]([O:4][CH2:5][C:6]1[CH:11]=[CH:10][C:9]([C:12]2[CH2:30][C:29]([C:27]3[CH:26]=[C:25]([Cl:35])[CH:24]=[C:23]([Cl:22])[CH:28]=3)([C:31]([F:32])([F:34])[F:33])[CH2:14][N:13]=2)=[CH:8][C:7]=1[Br:21])(=[O:3])[CH3:2], predict the reactants needed to synthesize it. The reactants are: [C:1]([O:4][CH2:5][C:6]1[CH:11]=[CH:10][C:9]([C:12](SC)=[N:13][CH2:14][Si](C)(C)C)=[CH:8][C:7]=1[Br:21])(=[O:3])[CH3:2].[Cl:22][C:23]1[CH:28]=[C:27]([C:29]([C:31]([F:34])([F:33])[F:32])=[CH2:30])[CH:26]=[C:25]([Cl:35])[CH:24]=1.[F-].C([N+](CCCC)(CCCC)CCCC)CCC.